Dataset: NCI-60 drug combinations with 297,098 pairs across 59 cell lines. Task: Regression. Given two drug SMILES strings and cell line genomic features, predict the synergy score measuring deviation from expected non-interaction effect. Drug 1: CN(CC1=CN=C2C(=N1)C(=NC(=N2)N)N)C3=CC=C(C=C3)C(=O)NC(CCC(=O)O)C(=O)O. Drug 2: CCN(CC)CCCC(C)NC1=C2C=C(C=CC2=NC3=C1C=CC(=C3)Cl)OC. Cell line: IGROV1. Synergy scores: CSS=33.2, Synergy_ZIP=1.16, Synergy_Bliss=0.412, Synergy_Loewe=-39.5, Synergy_HSA=-2.30.